Dataset: Full USPTO retrosynthesis dataset with 1.9M reactions from patents (1976-2016). Task: Predict the reactants needed to synthesize the given product. (1) The reactants are: I[C:2]1[C:7]([CH3:8])=[CH:6][C:5]([NH:9][C:10]([CH:12]2[CH:16]([C:17]3[CH:22]=[CH:21][CH:20]=[C:19]([Cl:23])[C:18]=3[F:24])[C:15]([C:27]3[CH:32]=[CH:31][C:30]([Cl:33])=[CH:29][C:28]=3[F:34])([C:25]#[N:26])[CH:14]([CH2:35][C:36]([CH3:39])([CH3:38])[CH3:37])[NH:13]2)=[O:11])=[C:4]([CH3:40])[CH:3]=1.O.[C:42](=O)([O-:44])[O-:43].[K+].[K+].[C]=O. Given the product [Cl:33][C:30]1[CH:31]=[CH:32][C:27]([C@@:15]2([C:25]#[N:26])[C@H:14]([CH2:35][C:36]([CH3:39])([CH3:38])[CH3:37])[NH:13][C@@H:12]([C:10]([NH:9][C:5]3[C:4]([CH3:40])=[CH:3][C:2]([C:42]([OH:44])=[O:43])=[C:7]([CH3:8])[CH:6]=3)=[O:11])[C@@H:16]2[C:17]2[CH:22]=[CH:21][CH:20]=[C:19]([Cl:23])[C:18]=2[F:24])=[C:28]([F:34])[CH:29]=1, predict the reactants needed to synthesize it. (2) The reactants are: C(C1C=C(SCOC[C@@H]([NH:17][C:18](=[O:44])[C@H:19]([CH2:36][C:37]2[CH:42]=[CH:41][CH:40]=[C:39](C)[CH:38]=2)[NH:20][C:21](=[O:35])[CH:22]([C:29]2[CH:34]=[CH:33][CH:32]=[CH:31][CH:30]=2)[C:23]2[CH:28]=[CH:27][CH:26]=[CH:25][CH:24]=2)C#N)C=CC=1)(O)=O.S([O-])(O[O-])(=O)=O.[K+].[K+].OS([O-])(=O)=O.[Na+]. Given the product [C:29]1([CH:22]([C:23]2[CH:28]=[CH:27][CH:26]=[CH:25][CH:24]=2)[C:21]([NH:20][C@H:19]([C:18]([NH2:17])=[O:44])[CH2:36][C:37]2[CH:38]=[CH:39][CH:40]=[CH:41][CH:42]=2)=[O:35])[CH:30]=[CH:31][CH:32]=[CH:33][CH:34]=1, predict the reactants needed to synthesize it. (3) Given the product [O:28]1[CH:29]=[CH:30][N:31]=[C:27]1[C:25]([C@@H:24]([NH:23][C:10](=[O:12])[CH:9]([CH2:8][C:7]([N:1]1[CH2:2][CH2:3][O:4][CH2:5][CH2:6]1)=[O:22])[CH2:13][CH2:14][CH2:15][C:16]1[CH:21]=[CH:20][CH:19]=[CH:18][CH:17]=1)[CH2:32][CH2:33][C:34]1[CH:39]=[CH:38][CH:37]=[CH:36][CH:35]=1)=[O:26], predict the reactants needed to synthesize it. The reactants are: [N:1]1([C:7](=[O:22])[CH2:8][CH:9]([CH2:13][CH2:14][CH2:15][C:16]2[CH:21]=[CH:20][CH:19]=[CH:18][CH:17]=2)[C:10]([OH:12])=O)[CH2:6][CH2:5][O:4][CH2:3][CH2:2]1.[NH2:23][CH:24]([CH2:32][CH2:33][C:34]1[CH:39]=[CH:38][CH:37]=[CH:36][CH:35]=1)[C@@H:25]([C:27]1[O:28][CH:29]=[CH:30][N:31]=1)[OH:26].